This data is from Forward reaction prediction with 1.9M reactions from USPTO patents (1976-2016). The task is: Predict the product of the given reaction. Given the reactants [C:1]([O:5][C:6]([NH:8][C@@H:9]1[C:23](=[O:24])[N:22]2[CH2:25][C@H:26]([O:28][C:29]3[CH:38]=[N:37][C:36]4[C:31](=[CH:32][CH:33]=[CH:34][CH:35]=4)[N:30]=3)[CH2:27][C@H:21]2[C:20](=[O:39])[NH:19][C@:18]2([C:41]([O:43]CC)=[O:42])[CH2:40][C@H:17]2[CH2:16][C:15]([F:47])([F:46])[CH2:14][CH2:13][CH2:12][CH2:11][CH2:10]1)=[O:7])([CH3:4])([CH3:3])[CH3:2].O.[OH-].[Li+].Cl, predict the reaction product. The product is: [C:1]([O:5][C:6]([NH:8][C@@H:9]1[C:23](=[O:24])[N:22]2[CH2:25][C@H:26]([O:28][C:29]3[CH:38]=[N:37][C:36]4[C:31](=[CH:32][CH:33]=[CH:34][CH:35]=4)[N:30]=3)[CH2:27][C@H:21]2[C:20](=[O:39])[NH:19][C@:18]2([C:41]([OH:43])=[O:42])[CH2:40][C@H:17]2[CH2:16][C:15]([F:46])([F:47])[CH2:14][CH2:13][CH2:12][CH2:11][CH2:10]1)=[O:7])([CH3:4])([CH3:2])[CH3:3].